Task: Predict the reaction yield, written as a fraction of the theoretical maximum amount of product (1.0 means a 100% yield; for example, 0.34 means a 34% yield).. Dataset: Reaction yield outcomes from USPTO patents with 853,638 reactions (1) The reactants are C[Si]([N-][Si](C)(C)C)(C)C.[Na+].[CH3:11][C:12]1[CH:18]=[C:17]([CH3:19])[CH:16]=[C:15]([CH3:20])[C:13]=1[NH2:14].C([O:23][C:24]([C:26]1[CH:30]=[C:29]([C:31]2[CH:36]=[CH:35][N:34]=[C:33]([NH:37][C:38]3[CH:43]=[CH:42][C:41]([N:44]4[CH2:49][CH2:48][N:47]([CH3:50])[CH2:46][CH2:45]4)=[CH:40][C:39]=3[O:51][CH3:52])[N:32]=2)[N:28]([CH3:53])[CH:27]=1)=O)C. The catalyst is C1COCC1. The product is [CH3:11][C:12]1[CH:18]=[C:17]([CH3:19])[CH:16]=[C:15]([CH3:20])[C:13]=1[NH:14][C:24]([C:26]1[CH:30]=[C:29]([C:31]2[CH:36]=[CH:35][N:34]=[C:33]([NH:37][C:38]3[CH:43]=[CH:42][C:41]([N:44]4[CH2:45][CH2:46][N:47]([CH3:50])[CH2:48][CH2:49]4)=[CH:40][C:39]=3[O:51][CH3:52])[N:32]=2)[N:28]([CH3:53])[CH:27]=1)=[O:23]. The yield is 0.720. (2) The reactants are [C:1]([N:4]1[C:12]2[C:7](=[CH:8][C:9]([NH2:13])=[CH:10][CH:11]=2)[C:6]([C:14]2[CH:19]=[CH:18][CH:17]=[CH:16][CH:15]=2)=[N:5]1)(=[O:3])[CH3:2].C(N(CC)CC)C.Cl.[CH3:28][O:29][C:30](=[O:40])[C:31]1[CH:39]=[CH:38][C:34]([C:35](O)=[O:36])=[CH:33][CH:32]=1. The catalyst is CN(C)C1C=CN=CC=1.ClCCl. The product is [C:1]([N:4]1[C:12]2[C:7](=[CH:8][C:9]([NH:13][C:35]([C:34]3[CH:38]=[CH:39][C:31]([C:30]([O:29][CH3:28])=[O:40])=[CH:32][CH:33]=3)=[O:36])=[CH:10][CH:11]=2)[C:6]([C:14]2[CH:19]=[CH:18][CH:17]=[CH:16][CH:15]=2)=[N:5]1)(=[O:3])[CH3:2]. The yield is 0.750.